From a dataset of Reaction yield outcomes from USPTO patents with 853,638 reactions. Predict the reaction yield, written as a fraction of the theoretical maximum amount of product (1.0 means a 100% yield; for example, 0.34 means a 34% yield). The reactants are [CH3:1][N:2]([C:8]1[CH:13]=[CH:12][C:11]([N+:14]([O-])=O)=[CH:10][CH:9]=1)[C:3](=[O:7])[CH2:4][CH2:5][CH3:6]. The catalyst is C(O)C.[Pd]. The product is [NH2:14][C:11]1[CH:10]=[CH:9][C:8]([N:2]([CH3:1])[C:3](=[O:7])[CH2:4][CH2:5][CH3:6])=[CH:13][CH:12]=1. The yield is 1.00.